From a dataset of Peptide-MHC class I binding affinity with 185,985 pairs from IEDB/IMGT. Regression. Given a peptide amino acid sequence and an MHC pseudo amino acid sequence, predict their binding affinity value. This is MHC class I binding data. The peptide sequence is IVHSYLKNY. The MHC is HLA-A11:01 with pseudo-sequence HLA-A11:01. The binding affinity (normalized) is 0.342.